Dataset: Reaction yield outcomes from USPTO patents with 853,638 reactions. Task: Predict the reaction yield, written as a fraction of the theoretical maximum amount of product (1.0 means a 100% yield; for example, 0.34 means a 34% yield). The reactants are [CH2:1]([O:8][C:9]1[C:17]2[N:16]=[C:15]([CH3:18])[NH:14][C:13]=2[CH:12]=[C:11]([Br:19])[CH:10]=1)[C:2]1[CH:7]=[CH:6][CH:5]=[CH:4][CH:3]=1.C(N(CC)CC)C.CN(C)C=O.ClCCl.Cl[CH2:36][O:37][CH2:38][CH2:39][Si:40]([CH3:43])([CH3:42])[CH3:41]. The catalyst is O. The product is [CH2:1]([O:8][C:9]1[C:17]2[N:16]=[C:15]([CH3:18])[N:14]([CH2:36][O:37][CH2:38][CH2:39][Si:40]([CH3:43])([CH3:42])[CH3:41])[C:13]=2[CH:12]=[C:11]([Br:19])[CH:10]=1)[C:2]1[CH:3]=[CH:4][CH:5]=[CH:6][CH:7]=1. The yield is 0.390.